From a dataset of Full USPTO retrosynthesis dataset with 1.9M reactions from patents (1976-2016). Predict the reactants needed to synthesize the given product. (1) The reactants are: [NH:1]1[CH:5]=[C:4]([CH:6]=[O:7])[CH:3]=[N:2]1.C(N(CC)CC)C.[CH3:15][N:16]1[CH:20]=[C:19]([S:21](Cl)(=[O:23])=[O:22])[N:18]=[C:17]1[CH3:25]. Given the product [CH3:15][N:16]1[CH:20]=[C:19]([S:21]([N:1]2[CH:5]=[C:4]([CH:6]=[O:7])[CH:3]=[N:2]2)(=[O:23])=[O:22])[N:18]=[C:17]1[CH3:25], predict the reactants needed to synthesize it. (2) Given the product [C:1]1([C:7]2[N:11]([CH2:18][N:12]3[CH2:17][CH2:16][S:15][CH2:14][CH2:13]3)[N:10]=[N:9][N:8]=2)[CH:2]=[CH:3][CH:4]=[CH:5][CH:6]=1, predict the reactants needed to synthesize it. The reactants are: [C:1]1([C:7]2[NH:11][N:10]=[N:9][N:8]=2)[CH:6]=[CH:5][CH:4]=[CH:3][CH:2]=1.[NH:12]1[CH2:17][CH2:16][S:15][CH2:14][CH2:13]1.[CH2:18]=O. (3) Given the product [N:1]([C:2]1[CH:3]=[C:4]([C:10]([F:13])([F:11])[F:12])[C:5]([C:8]#[N:9])=[N:6][CH:7]=1)=[C:15]=[S:16], predict the reactants needed to synthesize it. The reactants are: [NH2:1][C:2]1[CH:3]=[C:4]([C:10]([F:13])([F:12])[F:11])[C:5]([C:8]#[N:9])=[N:6][CH:7]=1.O.[C:15](Cl)(Cl)=[S:16]. (4) Given the product [Cl:1][C:2]1[N:3]=[C:4]([N:13]2[CH2:18][CH2:17][O:16][CH2:15][CH2:14]2)[C:5]2[S:10][C:9]([CH2:11][N:19]3[CH2:22][CH:21]([N:23]4[CH2:28][CH2:27][CH:26]([OH:29])[CH2:25][CH2:24]4)[CH2:20]3)=[CH:8][C:6]=2[N:7]=1, predict the reactants needed to synthesize it. The reactants are: [Cl:1][C:2]1[N:3]=[C:4]([N:13]2[CH2:18][CH2:17][O:16][CH2:15][CH2:14]2)[C:5]2[S:10][C:9]([CH:11]=O)=[CH:8][C:6]=2[N:7]=1.[NH:19]1[CH2:22][CH:21]([N:23]2[CH2:28][CH2:27][CH:26]([OH:29])[CH2:25][CH2:24]2)[CH2:20]1.C(O[BH-](OC(=O)C)OC(=O)C)(=O)C.[Na+]. (5) Given the product [OH:1][C:4]([CH3:32])([CH3:31])[C:5]([C:7]1[CH:30]=[CH:29][C:10]([O:11][C:12]2[CH:17]=[CH:16][C:15]([C:18](=[O:28])[C:19]([CH3:27])([N:21]3[CH2:26][CH2:25][O:24][CH2:23][CH2:22]3)[CH3:20])=[CH:14][CH:13]=2)=[CH:9][CH:8]=1)=[O:6], predict the reactants needed to synthesize it. The reactants are: [OH-:1].[Na+].Br[C:4]([CH3:32])([CH3:31])[C:5]([C:7]1[CH:30]=[CH:29][C:10]([O:11][C:12]2[CH:17]=[CH:16][C:15]([C:18](=[O:28])[C:19]([CH3:27])([N:21]3[CH2:26][CH2:25][O:24][CH2:23][CH2:22]3)[CH3:20])=[CH:14][CH:13]=2)=[CH:9][CH:8]=1)=[O:6]. (6) Given the product [F:12][C:10]1[CH:9]=[CH:8][C:3]([C:4]([O:6][CH3:7])=[O:5])=[C:2]([O:14][CH3:13])[CH:11]=1, predict the reactants needed to synthesize it. The reactants are: F[C:2]1[CH:11]=[C:10]([F:12])[CH:9]=[CH:8][C:3]=1[C:4]([O:6][CH3:7])=[O:5].[CH3:13][O-:14].[Na+].